This data is from Reaction yield outcomes from USPTO patents with 853,638 reactions. The task is: Predict the reaction yield, written as a fraction of the theoretical maximum amount of product (1.0 means a 100% yield; for example, 0.34 means a 34% yield). (1) The reactants are [CH3:1][C:2]1[O:3][C:4]([CH2:7][C:8]2[CH:13]=[CH:12][C:11](/[CH:14]=[CH:15]/[N+:16]([O-:18])=[O:17])=[CH:10][CH:9]=2)=[CH:5][CH:6]=1.C(O)(=O)C.CS(C)=O.[BH4-].[Na+]. The catalyst is O. The product is [CH3:1][C:2]1[O:3][C:4]([CH2:7][C:8]2[CH:13]=[CH:12][C:11]([CH2:14][CH2:15][N+:16]([O-:18])=[O:17])=[CH:10][CH:9]=2)=[CH:5][CH:6]=1. The yield is 0.770. (2) The reactants are C([O:8][C:9]1[CH:14]=[CH:13][C:12]([C:15]2[N:20]=[CH:19][C:18]([NH:21][C:22]3[CH:27]=[CH:26][CH:25]=[CH:24][CH:23]=3)=[CH:17][CH:16]=2)=[CH:11][C:10]=1[F:28])C1C=CC=CC=1.C(O)(C(F)(F)F)=O. No catalyst specified. The product is [F:28][C:10]1[CH:11]=[C:12]([C:15]2[CH:16]=[CH:17][C:18]([NH:21][C:22]3[CH:27]=[CH:26][CH:25]=[CH:24][CH:23]=3)=[CH:19][N:20]=2)[CH:13]=[CH:14][C:9]=1[OH:8]. The yield is 0.890. (3) No catalyst specified. The product is [O:11]1[CH:15]=[CH:14][CH:13]=[C:12]1[CH2:16][N:17]([CH2:2][C:3]1[CH:8]=[CH:7][CH:6]=[CH:5][C:4]=1[O:9][CH3:10])[S:18]([C:21]1[CH:29]=[CH:28][C:24]([C:25]([OH:27])=[O:26])=[CH:23][CH:22]=1)(=[O:20])=[O:19]. The reactants are Br[CH2:2][C:3]1[CH:8]=[CH:7][CH:6]=[CH:5][C:4]=1[O:9][CH3:10].[O:11]1[CH:15]=[CH:14][CH:13]=[C:12]1[CH2:16][NH:17][S:18]([C:21]1[CH:29]=[CH:28][C:24]([C:25]([OH:27])=[O:26])=[CH:23][CH:22]=1)(=[O:20])=[O:19]. The yield is 0.350. (4) The reactants are C(=O)([O-])[O-].[K+].[K+].[Cl:7][C:8]1[C:17]2[C:12](=[C:13]([Cl:18])[CH:14]=[CH:15][CH:16]=2)[CH:11]=[C:10]([OH:19])[N:9]=1.Br[CH2:21][CH:22]([F:24])[F:23]. The catalyst is O. The product is [Cl:7][C:8]1[C:17]2[C:12](=[C:13]([Cl:18])[CH:14]=[CH:15][CH:16]=2)[CH:11]=[C:10]([O:19][CH2:21][CH:22]([F:24])[F:23])[N:9]=1. The yield is 0.900. (5) The reactants are [CH2:1]([O:3][CH:4]([O:6][CH:7]1[CH2:19][CH2:18][C:17]([O:21][CH:22]([O:24][CH2:25][CH3:26])[CH3:23])([CH3:20])[CH:16]([OH:27])[CH:15]=[CH:14][CH:13]([CH3:28])[CH:12](/[C:29](/[CH3:56])=[CH:30]/[CH:31]=[CH:32]/[C:33]([O:50][CH:51]([O:53][CH2:54][CH3:55])[CH3:52])([CH3:49])[CH2:34][CH:35]2[O:48][CH:36]2[CH:37]([CH3:47])[CH:38]([O:41][CH:42]([O:44][CH2:45][CH3:46])[CH3:43])[CH2:39][CH3:40])[O:11][C:9](=[O:10])[CH2:8]1)[CH3:5])[CH3:2].C(N(CC)CC)C.ClC(O[C:68]1[CH:73]=[CH:72][C:71]([N+:74]([O-:76])=[O:75])=[CH:70][CH:69]=1)=O.[C:77]([O:80]CC)(=[O:79])C. The catalyst is ClCCl. The product is [CH2:1]([O:3][CH:4]([O:6][CH:7]1[CH2:19][CH2:18][C:17]([O:21][CH:22]([O:24][CH2:25][CH3:26])[CH3:23])([CH3:20])[CH:16]([O:27][C:68]2[CH:73]=[CH:72][C:71]([N+:74]([O-:76])=[O:75])=[CH:70][CH:69]=2)[CH:15]=[CH:14][CH:13]([CH3:28])[CH:12](/[C:29](/[CH3:56])=[CH:30]/[CH:31]=[CH:32]/[C:33]([O:50][CH:51]([O:53][CH2:54][CH3:55])[CH3:52])([CH3:49])[CH2:34][CH:35]2[O:48][CH:36]2[CH:37]([CH3:47])[CH:38]([O:41][CH:42]([O:44][CH2:45][CH3:46])[CH3:43])[CH2:39][CH3:40])[O:11][C:9](=[O:10])[CH:8]1[C:77]([OH:80])=[O:79])[CH3:5])[CH3:2]. The yield is 0.800. (6) The reactants are [CH3:1][O:2][CH2:3][CH2:4][N:5]1[CH2:11][CH2:10][C:9]2[CH:12]=[C:13]([NH2:16])[CH:14]=[CH:15][C:8]=2[CH2:7][CH2:6]1.Cl[C:18]1[N:23]=[C:22]([NH:24][C:25]2[CH:26]=[C:27]([CH:32]=[CH:33][CH:34]=2)[C:28]([NH:30][CH3:31])=[O:29])[C:21]([Cl:35])=[CH:20][N:19]=1. No catalyst specified. The product is [Cl:35][C:21]1[C:22]([NH:24][C:25]2[CH:26]=[C:27]([CH:32]=[CH:33][CH:34]=2)[C:28]([NH:30][CH3:31])=[O:29])=[N:23][C:18]([NH:16][C:13]2[CH:14]=[CH:15][C:8]3[CH2:7][CH2:6][N:5]([CH2:4][CH2:3][O:2][CH3:1])[CH2:11][CH2:10][C:9]=3[CH:12]=2)=[N:19][CH:20]=1. The yield is 0.380. (7) The reactants are Br[C:2]1[CH:3]=[CH:4][C:5]([F:21])=[C:6]2[C:11]=1[NH:10][CH:9]=[C:8]([C:12]1[CH:17]=[CH:16][C:15]([O:18][CH3:19])=[CH:14][CH:13]=1)[C:7]2=[O:20].[O:22]1[CH:26]=[CH:25][CH:24]=[C:23]1B(O)O.C(=O)([O-])[O-].[Na+].[Na+].COCCOC. The catalyst is C1C=CC(P(C2C=CC=CC=2)[C-]2C=CC=C2)=CC=1.C1C=CC(P(C2C=CC=CC=2)[C-]2C=CC=C2)=CC=1.Cl[Pd]Cl.[Fe+2].ClCCl.ClCCl. The product is [F:21][C:5]1[CH:4]=[CH:3][C:2]([C:23]2[O:22][CH:26]=[CH:25][CH:24]=2)=[C:11]2[C:6]=1[C:7](=[O:20])[C:8]([C:12]1[CH:17]=[CH:16][C:15]([O:18][CH3:19])=[CH:14][CH:13]=1)=[CH:9][NH:10]2. The yield is 0.700. (8) The reactants are [Br:1][C:2]1[CH:23]=[C:22](/[CH:24]=[CH:25]/[CH:26]([C:31]2[CH:36]=[C:35]([Cl:37])[C:34]([Cl:38])=[C:33]([Cl:39])[CH:32]=2)[C:27]([F:30])([F:29])[F:28])[CH:21]=[CH:20][C:3]=1[C:4]([NH:6][CH:7]1[CH2:12][CH2:11][N:10](C(OC(C)(C)C)=O)[CH2:9][CH2:8]1)=[O:5]. The catalyst is Cl.O1CCOCC1. The product is [Br:1][C:2]1[CH:23]=[C:22](/[CH:24]=[CH:25]/[CH:26]([C:31]2[CH:32]=[C:33]([Cl:39])[C:34]([Cl:38])=[C:35]([Cl:37])[CH:36]=2)[C:27]([F:30])([F:28])[F:29])[CH:21]=[CH:20][C:3]=1[C:4]([NH:6][CH:7]1[CH2:12][CH2:11][NH:10][CH2:9][CH2:8]1)=[O:5]. The yield is 0.880. (9) The reactants are Cl[CH2:2][CH2:3][CH2:4][CH2:5][N:6]1[C:10]2[C:11](=[O:18])[CH2:12][N:13]([CH3:17])[S:14](=[O:16])(=[O:15])[C:9]=2[CH:8]=[CH:7]1.Cl.[F:20][C:21]1[CH:34]=[CH:33][C:24]([C:25]([CH:27]2[CH2:32][CH2:31][NH:30][CH2:29][CH2:28]2)=[O:26])=[CH:23][CH:22]=1.C(=O)([O-])O.[Na+].[I-].[Na+]. The catalyst is C(#N)C. The product is [F:20][C:21]1[CH:22]=[CH:23][C:24]([C:25]([CH:27]2[CH2:32][CH2:31][N:30]([CH2:2][CH2:3][CH2:4][CH2:5][N:6]3[C:10]4[C:11](=[O:18])[CH2:12][N:13]([CH3:17])[S:14](=[O:16])(=[O:15])[C:9]=4[CH:8]=[CH:7]3)[CH2:29][CH2:28]2)=[O:26])=[CH:33][CH:34]=1. The yield is 0.950. (10) The reactants are Br[C:2](=[CH:5]OC(C)C)[CH:3]=[O:4].[NH2:10][C:11]1[CH2:16][N:15]([CH3:17])[C:14](=[O:18])[CH2:13][N:12]=1.C(N(CC)CC)C. The catalyst is C(#N)C. The product is [CH3:17][N:15]1[C:14](=[O:18])[CH2:13][N:12]2[CH:5]=[C:2]([CH:3]=[O:4])[N:10]=[C:11]2[CH2:16]1.[CH3:17][N:15]1[C:14](=[O:18])[CH2:13][N:12]2[C:2]([CH:3]=[O:4])=[CH:5][N:10]=[C:11]2[CH2:16]1. The yield is 0.491.